From a dataset of Full USPTO retrosynthesis dataset with 1.9M reactions from patents (1976-2016). Predict the reactants needed to synthesize the given product. (1) Given the product [CH2:1]([O:3][C:4](=[O:37])[C:5]([O:29][C:30]1[CH:35]=[CH:34][C:33]([F:36])=[CH:32][CH:31]=1)([CH3:28])[CH2:6][C:14]1[CH:19]=[CH:18][C:17]([OH:20])=[CH:16][CH:15]=1)[CH3:2], predict the reactants needed to synthesize it. The reactants are: [CH2:1]([O:3][C:4](=[O:37])[C:5]([O:29][C:30]1[CH:35]=[CH:34][C:33]([F:36])=[CH:32][CH:31]=1)([CH3:28])[CH:6]([C:14]1[CH:19]=[CH:18][C:17]([O:20]CC2C=CC=CC=2)=[CH:16][CH:15]=1)OC(=O)C(F)(F)F)[CH3:2]. (2) Given the product [CH:25]1([O:24][C:23]2[CH:22]=[CH:21][C:4]([C:5]([NH:7][C:8]3[CH:9]=[N:10][C:11]([C:14]4[CH:19]=[CH:18][CH:17]=[CH:16][C:15]=4[F:20])=[CH:12][CH:13]=3)=[O:6])=[CH:3][C:2]=2[NH:1][C:34](=[O:35])[CH2:33][N:28]2[CH:32]=[CH:31][CH:30]=[N:29]2)[CH2:26][CH2:27]1, predict the reactants needed to synthesize it. The reactants are: [NH2:1][C:2]1[CH:3]=[C:4]([CH:21]=[CH:22][C:23]=1[O:24][CH:25]1[CH2:27][CH2:26]1)[C:5]([NH:7][C:8]1[CH:9]=[N:10][C:11]([C:14]2[CH:19]=[CH:18][CH:17]=[CH:16][C:15]=2[F:20])=[CH:12][CH:13]=1)=[O:6].[N:28]1([CH2:33][C:34](O)=[O:35])[CH:32]=[CH:31][CH:30]=[N:29]1.C1CN([P+](ON2N=NC3C=CC=CC2=3)(N2CCCC2)N2CCCC2)CC1.F[P-](F)(F)(F)(F)F.C(N(C(C)C)C(C)C)C. (3) The reactants are: Br[C:2]1[CH:3]=[C:4]2[C:8](=[C:9]([F:11])[CH:10]=1)[N:7]([CH3:12])[C:6](=[O:13])[C:5]2([CH3:15])[CH3:14].[CH3:16][N:17]1[C:21]([C:22]#[N:23])=[CH:20][CH:19]=[C:18]1B(O)O.[F-].[K+]. Given the product [F:11][C:9]1[CH:10]=[C:2]([C:18]2[N:17]([CH3:16])[C:21]([C:22]#[N:23])=[CH:20][CH:19]=2)[CH:3]=[C:4]2[C:8]=1[N:7]([CH3:12])[C:6](=[O:13])[C:5]2([CH3:15])[CH3:14], predict the reactants needed to synthesize it. (4) Given the product [F:46][C:47]1[CH:48]=[C:49]([CH:99]=[C:100]([F:102])[CH:101]=1)[CH2:50][N:51]1[CH:55]=[CH:54][C:53]([C:56]2[C:64]3[C:59](=[N:60][CH:61]=[C:62]([C:65]4[CH:70]=[CH:69][C:68]([CH:71]5[CH2:72][CH2:73][N:74]([C:77]([O:79][C:80]([CH3:83])([CH3:82])[CH3:81])=[O:78])[CH2:75][CH2:76]5)=[C:67]([NH:84][S:85]([CH3:88])(=[O:87])=[O:86])[CH:66]=4)[CH:63]=3)[NH:58][CH:57]=2)=[N:52]1, predict the reactants needed to synthesize it. The reactants are: Cl.FC1C=C(C=CC=1)CN1C=C(C2C3C(=NC=C(C4C=CC(C5CCNCC5)=CC=4)C=3)N(S(C3C=CC(C)=CC=3)(=O)=O)C=2)C=N1.[F:46][C:47]1[CH:48]=[C:49]([CH:99]=[C:100]([F:102])[CH:101]=1)[CH2:50][N:51]1[CH:55]=[CH:54][C:53]([C:56]2[C:64]3[C:59](=[N:60][CH:61]=[C:62]([C:65]4[CH:70]=[CH:69][C:68]([CH:71]5[CH2:76][CH2:75][N:74]([C:77]([O:79][C:80]([CH3:83])([CH3:82])[CH3:81])=[O:78])[CH2:73][CH2:72]5)=[C:67]([NH:84][S:85]([CH3:88])(=[O:87])=[O:86])[CH:66]=4)[CH:63]=3)[N:58](S(C3C=CC(C)=CC=3)(=O)=O)[CH:57]=2)=[N:52]1.[OH-].[Li+]. (5) Given the product [CH3:17][N:4]([CH2:5][CH2:6][C:7]1[CH:12]=[CH:11][C:10]([N+:13]([O-:15])=[O:14])=[CH:9][CH:8]=1)[C:3](=[O:16])[O:2][CH3:1], predict the reactants needed to synthesize it. The reactants are: [CH3:1][O:2][C:3](=[O:16])[NH:4][CH2:5][CH2:6][C:7]1[CH:12]=[CH:11][C:10]([N+:13]([O-:15])=[O:14])=[CH:9][CH:8]=1.[CH3:17]C([O-])(C)C.[K+].CI. (6) The reactants are: [C:1]([O:5][C:6]([N:8]1[CH2:13][CH2:12][CH:11]([NH:14][S:15]([C:18]2[C:27]3[C:22](=[CH:23][CH:24]=[CH:25][CH:26]=3)[C:21](F)=[CH:20][CH:19]=2)(=[O:17])=[O:16])[CH2:10][CH2:9]1)=[O:7])([CH3:4])([CH3:3])[CH3:2].[C-:29]#[N:30].[Na+].CO. Given the product [C:1]([O:5][C:6]([N:8]1[CH2:13][CH2:12][CH:11]([NH:14][S:15]([C:18]2[C:27]3[C:22](=[CH:23][CH:24]=[CH:25][CH:26]=3)[C:21]([C:29]#[N:30])=[CH:20][CH:19]=2)(=[O:17])=[O:16])[CH2:10][CH2:9]1)=[O:7])([CH3:4])([CH3:3])[CH3:2], predict the reactants needed to synthesize it.